Dataset: Full USPTO retrosynthesis dataset with 1.9M reactions from patents (1976-2016). Task: Predict the reactants needed to synthesize the given product. Given the product [Cl:1][C:2]1[CH:3]=[C:4]([N:12]([CH2:20][CH3:21])[CH:13]2[CH2:18][CH2:17][N:16]([CH3:19])[CH2:15][CH2:14]2)[C:5]([CH3:11])=[C:6]([CH:10]=1)[C:7]([NH:23][CH2:24][C:25]1[C:26](=[O:35])[NH:27][C:28]([CH3:34])=[CH:29][C:30]=1[CH2:31][CH2:32][CH3:33])=[O:9], predict the reactants needed to synthesize it. The reactants are: [Cl:1][C:2]1[CH:3]=[C:4]([N:12]([CH2:20][CH3:21])[CH:13]2[CH2:18][CH2:17][N:16]([CH3:19])[CH2:15][CH2:14]2)[C:5]([CH3:11])=[C:6]([CH:10]=1)[C:7]([OH:9])=O.Cl.[NH2:23][CH2:24][C:25]1[C:26](=[O:35])[NH:27][C:28]([CH3:34])=[CH:29][C:30]=1[CH2:31][CH2:32][CH3:33].C1CN([P+](ON2N=NC3C=CC=CC2=3)(N2CCCC2)N2CCCC2)CC1.F[P-](F)(F)(F)(F)F.CCN(C(C)C)C(C)C.